This data is from Reaction yield outcomes from USPTO patents with 853,638 reactions. The task is: Predict the reaction yield, written as a fraction of the theoretical maximum amount of product (1.0 means a 100% yield; for example, 0.34 means a 34% yield). (1) The reactants are [CH3:1][N:2]1[N:6]=[N:5][C:4]([C:7]2[CH:12]=[CH:11][C:10]([N+:13]([O-])=O)=[CH:9][CH:8]=2)=[N:3]1. The catalyst is [Pd].C(O)C. The product is [CH3:1][N:2]1[N:6]=[N:5][C:4]([C:7]2[CH:12]=[CH:11][C:10]([NH2:13])=[CH:9][CH:8]=2)=[N:3]1. The yield is 0.960. (2) The product is [O:1]([C@H:9]1[CH2:14][CH2:13][C@H:12]2[C@H:15]3[C@H:24]([CH2:25][CH2:26][C@:10]12[CH3:11])[C:23]1[CH:22]=[CH:21][C:20]([O:27][CH3:28])=[CH:19][C:18]=1[C:17](=[O:29])[CH2:16]3)[Si:2]([C:5]([CH3:8])([CH3:7])[CH3:6])([CH3:4])[CH3:3]. The catalyst is ClCCl.[O-2].[O-2].[Mn+4]. The yield is 0.790. The reactants are [O:1]([C@H:9]1[CH2:14][CH2:13][C@H:12]2[C@H:15]3[C@H:24]([CH2:25][CH2:26][C@:10]12[CH3:11])[C:23]1[CH:22]=[CH:21][C:20]([O:27][CH3:28])=[CH:19][C:18]=1[CH:17]([OH:29])[CH2:16]3)[Si:2]([C:5]([CH3:8])([CH3:7])[CH3:6])([CH3:4])[CH3:3]. (3) The reactants are [CH2:1]([O:8][C:9]([N:11]1[CH2:15][CH:14]([O:16][Si](C(C)(C)C)(C)C)[CH2:13][CH:12]1[CH:24]=[CH:25][CH2:26][N:27]([C:35](=[O:37])[CH3:36])[C:28]1[C:33](Br)=[CH:32][CH:31]=[CH:30][N:29]=1)=[O:10])[C:2]1[CH:7]=[CH:6][CH:5]=[CH:4][CH:3]=1.[C:38]([O-:41])([O-])=O.[K+].[K+].[CH3:44]N(C=O)C. The catalyst is [N+](CCCC)(CCCC)(CCCC)CCCC.[Cl-].C(OCC)C.CC([O-])=O.CC([O-])=O.[Pd+2]. The product is [CH2:1]([O:8][C:9]([N:11]1[CH2:15][CH:14]([O:16][C:38](=[O:41])[CH3:44])[CH2:13][CH:12]1[CH2:24][C:25]1[C:33]2[C:28](=[N:29][CH:30]=[CH:31][CH:32]=2)[N:27]([C:35](=[O:37])[CH3:36])[CH:26]=1)=[O:10])[C:2]1[CH:7]=[CH:6][CH:5]=[CH:4][CH:3]=1. The yield is 0.590. (4) The reactants are [N-:1]=[N+]=[N-].[Na+].Br[CH:6]([CH:12]([CH3:17])[C:13]([F:16])([F:15])[F:14])[C:7]([O:9][CH2:10][CH3:11])=[O:8]. The catalyst is CN(C=O)C.CCOC(C)=O. The product is [CH2:10]([O:9][C:7](=[O:8])[CH:6]([NH2:1])[CH:12]([CH3:17])[C:13]([F:16])([F:15])[F:14])[CH3:11]. The yield is 0.500.